Predict the reactants needed to synthesize the given product. From a dataset of Full USPTO retrosynthesis dataset with 1.9M reactions from patents (1976-2016). The reactants are: [Br:1][C:2]1[CH:3]=[C:4]([NH2:9])[C:5]([Cl:8])=[N:6][CH:7]=1.[NH:10]1[CH2:15][CH2:14][CH2:13][CH2:12][CH2:11]1.[S:16](Cl)(Cl)(=[O:18])=[O:17]. Given the product [Br:1][C:2]1[CH:3]=[C:4]([NH:9][S:16]([N:10]2[CH2:15][CH2:14][CH2:13][CH2:12][CH2:11]2)(=[O:18])=[O:17])[C:5]([Cl:8])=[N:6][CH:7]=1, predict the reactants needed to synthesize it.